This data is from TCR-epitope binding with 47,182 pairs between 192 epitopes and 23,139 TCRs. The task is: Binary Classification. Given a T-cell receptor sequence (or CDR3 region) and an epitope sequence, predict whether binding occurs between them. (1) The epitope is SEPVLKGVKL. The TCR CDR3 sequence is CASSEGDGGELFF. Result: 1 (the TCR binds to the epitope). (2) The epitope is RLRAEAQVK. The TCR CDR3 sequence is CASSLRTSGSFTDTQYF. Result: 1 (the TCR binds to the epitope). (3) The epitope is RAKFKQLL. The TCR CDR3 sequence is CASMRGSSYNSPLHF. Result: 0 (the TCR does not bind to the epitope).